Predict the reactants needed to synthesize the given product. From a dataset of Full USPTO retrosynthesis dataset with 1.9M reactions from patents (1976-2016). Given the product [CH2:19]([NH:8][C:9]1[S:13][CH:12]=[C:11]([C:14]([O:16][CH3:17])=[O:15])[C:10]=1[CH3:18])[CH3:20], predict the reactants needed to synthesize it. The reactants are: C(OC([N:8]([CH2:19][CH3:20])[C:9]1[S:13][CH:12]=[C:11]([C:14]([O:16][CH3:17])=[O:15])[C:10]=1[CH3:18])=O)(C)(C)C.C(O)(C(F)(F)F)=O.